This data is from Experimentally validated miRNA-target interactions with 360,000+ pairs, plus equal number of negative samples. The task is: Binary Classification. Given a miRNA mature sequence and a target amino acid sequence, predict their likelihood of interaction. (1) The miRNA is ath-miR775 with sequence UUCGAUGUCUAGCAGUGCCA. The protein sequence of the target gene is MSSSFFNPSFAFSSHFDPDGAPLSELSWSSSLAVVAVSFSGIFTVVILMLACLCCKKGGIGFKEFENAEGDEYVADFSEQGSPAAAAQTGPDVYVLPLTEVSLPMAKQPGRSVQLLKSTDLGRHSLLYLKEIGHGWFGKVFLGEVHSGVSGTQVVVKELKVSASVQEQMQFLEEAQPYRALQHSNLLQCLAQCAEVTPYLLVMEFCPLGDLKGYLRSCRVTESMAPDPLTLQRMACEVACGVLHLHRHNYVHSDLALRNCLLTADLTVKVGDYGLSHCKYREDYLVTADQLWVPLRWIAP.... Result: 0 (no interaction). (2) The miRNA is hsa-miR-4653-5p with sequence UCUCUGAGCAAGGCUUAACACC. The protein sequence of the target gene is MANQLRERHQSLKKKYRELIDGDPSLPPEKRKQANLAQLLRDSQDRNKHLGEEIKELQQRLGEVQGDNKLLRMTIAKQRLGDEAIGVRHFAAHEREDLVQQLERAKEQIESLEHDLQASVDELQDVKEERSSYQDKVERLNQELNHILSGHENRIIDVDALCMENRYLQERLKQLHEEVNLLKSNIAKYKNALERRKNSKGQGKSSSSALTGVLSAKQVQDLLSEDHGCSLPATPQSISDLKSLATALLETIHEKNMVIQHQRQTNKILGNRVAELEKKLRTLEVSGLWSLPGGKDTILF.... Result: 0 (no interaction). (3) The miRNA is hsa-miR-138-5p with sequence AGCUGGUGUUGUGAAUCAGGCCG. The protein sequence of the target gene is MDATALERDAVQFARLAVQRDHEGRYSEAVFYYKEAAQALIYAEMAGSSLENIQEKITEYLERVQALHSAVQSKSADPLKSKHQLDLERAHFLVTQAFDEDEKENVEDAIELYTEAVDLCLKTSYETADKVLQNKLKQLARQALDRAEALSEPLTKPVGKISSTSVKPKPPPVRAHFPLGANPFLERPQSFISPQSCDAQGQRYTAEEIEVLRTTSKINGIEYVPFMNVDLRERFAYPMPFCDRWGKLPLSPKQKTTFSKWVRPEDLTNNPTMIYTVSSFSIKQTIVSDCSFVASLAISA.... Result: 1 (interaction).